Dataset: Forward reaction prediction with 1.9M reactions from USPTO patents (1976-2016). Task: Predict the product of the given reaction. (1) Given the reactants C[C@@]1(CN2N=NC=C2)S(=O)(=O)[C@@H]2CC(=O)N2[C@H]1C(O)=O.[CH3:21][C:22]([O:27]/[N:28]=[C:29](\[C:36]([NH:38][C@@H:39]1[C:42](=[O:43])[N:41]2[C:44]([C:63]([OH:65])=[O:64])=[C:45]([CH2:48][N+:49]3[N:53]([CH3:54])[C:52]([NH2:55])=[C:51]([NH:56][C:57]([NH:59][CH2:60][CH2:61][NH2:62])=[O:58])[CH:50]=3)[CH2:46][S:47][C@H:40]12)=[O:37])/[C:30]1[N:31]=[C:32]([NH2:35])[S:33][N:34]=1)([C:24]([O-:26])=[O:25])[CH3:23].OS(O)(=O)=O, predict the reaction product. The product is: [CH3:23][C:22]([O:27]/[N:28]=[C:29](\[C:36]([NH:38][C@@H:39]1[C:42](=[O:43])[N:41]2[C:44]([C:63]([OH:65])=[O:64])=[C:45]([CH2:48][N+:49]3[N:53]([CH3:54])[C:52]([NH2:55])=[C:51]([NH:56][C:57]([NH:59][CH2:60][CH2:61][NH2:62])=[O:58])[CH:50]=3)[CH2:46][S:47][C@H:40]12)=[O:37])/[C:30]1[N:31]=[C:32]([NH2:35])[S:33][N:34]=1)([C:24]([O-:26])=[O:25])[CH3:21]. (2) Given the reactants Cl[C:2]1[N:10]=[C:9]2[C:5]([N:6]=[CH:7][N:8]2[CH2:11][CH2:12][CH3:13])=[C:4]([NH:14][CH2:15][CH:16]([C:23]2[CH:28]=[CH:27][CH:26]=[CH:25][CH:24]=2)[C:17]2[CH:22]=[CH:21][CH:20]=[CH:19][CH:18]=2)[N:3]=1.[NH2:29][C@H:30]([CH2:33][CH3:34])[CH2:31][OH:32].CCOCC, predict the reaction product. The product is: [C:17]1([CH:16]([C:23]2[CH:28]=[CH:27][CH:26]=[CH:25][CH:24]=2)[CH2:15][NH:14][C:4]2[N:3]=[C:2]([NH:29][C@H:30]([CH2:33][CH3:34])[CH2:31][OH:32])[N:10]=[C:9]3[C:5]=2[N:6]=[CH:7][N:8]3[CH2:11][CH2:12][CH3:13])[CH:22]=[CH:21][CH:20]=[CH:19][CH:18]=1. (3) Given the reactants [CH2:1]([C:8]1[CH:13]=[CH:12][N:11]=[C:10]([O:14][CH3:15])[C:9]=1[NH:16]C(=O)OC(C)(C)C)[C:2]1[CH:7]=[CH:6][CH:5]=[CH:4][CH:3]=1.Cl.C(OCC)(=O)C.C(OC(C)C)(C)C, predict the reaction product. The product is: [CH2:1]([C:8]1[CH:13]=[CH:12][N:11]=[C:10]([O:14][CH3:15])[C:9]=1[NH2:16])[C:2]1[CH:3]=[CH:4][CH:5]=[CH:6][CH:7]=1.